Dataset: Full USPTO retrosynthesis dataset with 1.9M reactions from patents (1976-2016). Task: Predict the reactants needed to synthesize the given product. Given the product [NH2:2][C:3]([NH:5][C:6]1[S:7][C:8]([C:27]2[CH:28]=[CH:29][C:30]([O:33][CH3:34])=[CH:31][CH:32]=2)=[CH:9][C:10]=1[C:11]([NH:13][C@H:14]1[CH2:19][CH2:18][CH2:17][NH:16][CH2:15]1)=[O:12])=[O:4], predict the reactants needed to synthesize it. The reactants are: Cl.[NH2:2][C:3]([NH:5][C:6]1[S:7][C:8]([C:27]2[CH:32]=[CH:31][C:30]([O:33][CH3:34])=[CH:29][CH:28]=2)=[CH:9][C:10]=1[C:11]([NH:13][C@H:14]1[CH2:19][CH2:18][CH2:17][N:16](C(OC(C)(C)C)=O)[CH2:15]1)=[O:12])=[O:4].